From a dataset of Full USPTO retrosynthesis dataset with 1.9M reactions from patents (1976-2016). Predict the reactants needed to synthesize the given product. Given the product [C:1]1([C:15]2[CH:20]=[CH:19][CH:18]=[CH:17][CH:16]=2)[CH:6]=[CH:5][C:4]([O:7][C:8]2[CH:14]=[CH:13][C:11]([N:12]3[CH:27]=[C:28]([C:30]4[CH:35]=[CH:34][C:33]([O:36][CH2:37][CH2:38][CH2:39][N:40]([CH2:43][CH3:44])[CH2:41][CH3:42])=[CH:32][CH:31]=4)[N:22]=[C:24]3[CH2:6][CH2:1][CH2:2][CH3:3])=[CH:10][CH:9]=2)=[CH:3][CH:2]=1, predict the reactants needed to synthesize it. The reactants are: [C:1]1([C:15]2[CH:20]=[CH:19][CH:18]=[CH:17][CH:16]=2)[CH:6]=[CH:5][C:4]([O:7][C:8]2[CH:14]=[CH:13][C:11]([NH2:12])=[CH:10][CH:9]=2)=[CH:3][CH:2]=1.C[N:22]([CH:24]=O)C.Br[CH2:27][C:28]([C:30]1[CH:35]=[CH:34][C:33]([O:36][CH2:37][CH2:38][CH2:39][N:40]([CH2:43][CH3:44])[CH2:41][CH3:42])=[CH:32][CH:31]=1)=O.